Dataset: Full USPTO retrosynthesis dataset with 1.9M reactions from patents (1976-2016). Task: Predict the reactants needed to synthesize the given product. (1) Given the product [F:17][C:18]1[C:26]([O:27][C:28]2[C:33]3=[C:34]([CH3:41])[C:35]([OH:5])=[CH:36][N:32]3[N:31]=[CH:30][N:29]=2)=[CH:25][CH:24]=[C:23]2[C:19]=1[CH:20]=[C:21]([CH3:42])[NH:22]2, predict the reactants needed to synthesize it. The reactants are: B(F)(F)F.[O:5](CC)CC.OO.[O-][Si]([O-])=O.[Mg+2].[F:17][C:18]1[C:26]([O:27][C:28]2[C:33]3=[C:34]([CH3:41])[C:35](C(O)(C)C)=[CH:36][N:32]3[N:31]=[CH:30][N:29]=2)=[CH:25][CH:24]=[C:23]2[C:19]=1[CH:20]=[C:21]([CH3:42])[NH:22]2. (2) The reactants are: C([O:4][C@@H:5]1[C@@H:13]([C@@:14]2([CH3:28])[CH2:19][CH2:18][C@H:17]([OH:20])[CH2:16][C@@H:15]2[CH2:21][CH2:22][N:23]2[CH:27]=[N:26][CH:25]=[N:24]2)[CH2:12][CH2:11][C@@:10]2([CH3:29])[C@H:6]1[CH2:7][CH2:8][C:9]2=[CH2:30])(=O)C. Given the product [N:23]1([CH2:22][CH2:21][C@H:15]2[CH2:16][C@@H:17]([OH:20])[CH2:18][CH2:19][C@@:14]2([C@H:13]2[CH2:12][CH2:11][C@@:10]3([CH3:29])[C@@H:6]([CH2:7][CH2:8][C:9]3=[CH2:30])[C@@H:5]2[OH:4])[CH3:28])[CH:27]=[N:26][CH:25]=[N:24]1, predict the reactants needed to synthesize it. (3) Given the product [Cl:1][C:2]1[CH:11]=[CH:10][CH:9]=[C:8]2[C:3]=1[C:4](=[O:39])[N:5]([N:33]1[CH2:38][CH2:37][N:36]([CH2:47][C:48]3[CH:49]=[CH:50][C:51]([C:54]([F:55])([F:56])[F:57])=[CH:52][CH:53]=3)[CH2:35][CH2:34]1)[C:6]([C@@H:12]([NH:15][C:16](=[O:32])[O:17][CH2:18][CH:19]1[C:31]3[CH:30]=[CH:29][CH:28]=[CH:27][C:26]=3[C:25]3[C:20]1=[CH:21][CH:22]=[CH:23][CH:24]=3)[CH2:13][CH3:14])=[N:7]2, predict the reactants needed to synthesize it. The reactants are: [Cl:1][C:2]1[CH:11]=[CH:10][CH:9]=[C:8]2[C:3]=1[C:4](=[O:39])[N:5]([N:33]1[CH2:38][CH2:37][NH:36][CH2:35][CH2:34]1)[C:6]([C@@H:12]([NH:15][C:16](=[O:32])[O:17][CH2:18][CH:19]1[C:31]3[CH:30]=[CH:29][CH:28]=[CH:27][C:26]=3[C:25]3[C:20]1=[CH:21][CH:22]=[CH:23][CH:24]=3)[CH2:13][CH3:14])=[N:7]2.C(=O)([O-])[O-].[K+].[K+].Br[CH2:47][C:48]1[CH:53]=[CH:52][C:51]([C:54]([F:57])([F:56])[F:55])=[CH:50][CH:49]=1. (4) Given the product [Br:1][C:2]1[CH:3]=[CH:4][C:5]([C:9]([O:11][CH3:12])=[O:10])=[N:6][C:7]=1[Cl:15], predict the reactants needed to synthesize it. The reactants are: [Br:1][C:2]1[CH:3]=[CH:4][C:5]([C:9]([O:11][CH3:12])=[O:10])=[N+:6]([O-])[CH:7]=1.P(Cl)(Cl)([Cl:15])=O. (5) The reactants are: [NH2:1][CH2:2][CH2:3][C@H:4]([N:6]1[CH2:11][CH2:10][CH:9]([N:12]([C:21]2[CH:26]=[CH:25][C:24]([O:27][CH2:28][CH3:29])=[CH:23][CH:22]=2)[CH2:13][C:14]2[CH:15]=[N:16][CH:17]=[CH:18][C:19]=2[CH3:20])[CH2:8][CH2:7]1)[CH3:5].CCN=C=NCCCN(C)C.C1C=CC2N(O)N=NC=2C=1.[Cl:51][C:52]1[N:60]=[CH:59][CH:58]=[C:57]([CH3:61])[C:53]=1[C:54](O)=[O:55].CCN(C(C)C)C(C)C. Given the product [Cl:51][C:52]1[N:60]=[CH:59][CH:58]=[C:57]([CH3:61])[C:53]=1[C:54]([NH:1][CH2:2][CH2:3][C@H:4]([N:6]1[CH2:11][CH2:10][CH:9]([N:12]([C:21]2[CH:26]=[CH:25][C:24]([O:27][CH2:28][CH3:29])=[CH:23][CH:22]=2)[CH2:13][C:14]2[CH:15]=[N:16][CH:17]=[CH:18][C:19]=2[CH3:20])[CH2:8][CH2:7]1)[CH3:5])=[O:55], predict the reactants needed to synthesize it. (6) Given the product [CH3:9][C:8]1([CH3:10])[CH2:7][O:6][C:5]2[CH:11]=[C:12]([CH3:13])[C:2]([C:32]3[CH:37]=[CH:36][C:27]([NH2:28])=[N:30][CH:31]=3)=[CH:3][C:4]1=2, predict the reactants needed to synthesize it. The reactants are: Br[C:2]1[C:12]([CH3:13])=[CH:11][C:5]2[O:6][CH2:7][C:8]([CH3:10])([CH3:9])[C:4]=2[CH:3]=1.FC1(F)OC2C=C(C)C(C3N=C[C:27]([NH:30][C:31](=O)[C:32]4[CH:37]=[CH:36]C=CC=4F)=[N:28]C=3)=CC=2O1.[O-]P([O-])([O-])=O.[K+].[K+].[K+]. (7) Given the product [C:28]([C:2]1[CH:7]=[CH:6][C:5]([S:8]([NH:11][C:12]([CH3:15])([CH3:14])[CH3:13])(=[O:10])=[O:9])=[C:4]([C:16]([F:19])([F:18])[F:17])[CH:3]=1)(=[O:30])[CH3:29], predict the reactants needed to synthesize it. The reactants are: Br[C:2]1[CH:7]=[CH:6][C:5]([S:8]([NH:11][C:12]([CH3:15])([CH3:14])[CH3:13])(=[O:10])=[O:9])=[C:4]([C:16]([F:19])([F:18])[F:17])[CH:3]=1.[Li]CCCC.CON(C)[C:28](=[O:30])[CH3:29]. (8) Given the product [CH2:5]([O:4][C:2]([N:12]1[CH2:16][CH2:15][CH2:14][CH:13]1[C:17]([OH:19])=[O:18])=[O:3])[C:6]1[CH:11]=[CH:10][CH:9]=[CH:8][CH:7]=1, predict the reactants needed to synthesize it. The reactants are: Cl[C:2]([O:4][CH2:5][C:6]1[CH:11]=[CH:10][CH:9]=[CH:8][CH:7]=1)=[O:3].[NH:12]1[CH2:16][CH2:15][CH2:14][CH:13]1[C:17]([OH:19])=[O:18].Cl.